Dataset: Full USPTO retrosynthesis dataset with 1.9M reactions from patents (1976-2016). Task: Predict the reactants needed to synthesize the given product. (1) Given the product [OH:26][C:23]([CH3:25])([CH3:24])[CH2:22][C@@:13]1([C:16]2[CH:21]=[CH:20][CH:19]=[CH:18][CH:17]=2)[O:12][C:11](=[O:27])[N:10]([C@H:8]([C:5]2[CH:6]=[CH:7][C:2]([B:31]3[O:32][C:33]([CH3:35])([CH3:34])[C:29]([CH3:45])([CH3:28])[O:30]3)=[CH:3][CH:4]=2)[CH3:9])[CH2:15][CH2:14]1, predict the reactants needed to synthesize it. The reactants are: Br[C:2]1[CH:7]=[CH:6][C:5]([C@@H:8]([N:10]2[CH2:15][CH2:14][C@:13]([CH2:22][C:23]([OH:26])([CH3:25])[CH3:24])([C:16]3[CH:21]=[CH:20][CH:19]=[CH:18][CH:17]=3)[O:12][C:11]2=[O:27])[CH3:9])=[CH:4][CH:3]=1.[CH3:28][C:29]1([CH3:45])[C:33]([CH3:35])([CH3:34])[O:32][B:31]([B:31]2[O:32][C:33]([CH3:35])([CH3:34])[C:29]([CH3:45])([CH3:28])[O:30]2)[O:30]1.CC([O-])=O.[K+]. (2) Given the product [CH2:29]([O:33][C:2]1[N:11]=[C:10]([C:12]2[CH:17]=[CH:16][C:15]([N:18]3[CH2:23][CH2:22][O:21][CH2:20][CH2:19]3)=[CH:14][CH:13]=2)[CH:9]=[C:8]2[C:3]=1[CH:4]=[CH:5][CH:6]=[N:7]2)[CH3:30], predict the reactants needed to synthesize it. The reactants are: Cl[C:2]1[N:11]=[C:10]([C:12]2[CH:17]=[CH:16][C:15]([N:18]3[CH2:23][CH2:22][O:21][CH2:20][CH2:19]3)=[CH:14][CH:13]=2)[CH:9]=[C:8]2[C:3]=1[CH:4]=[CH:5][CH:6]=[N:7]2.C[O-].[Na+].CN1CC[CH2:30][C:29]1=[O:33]. (3) The reactants are: [F:1][C:2]1[C:3]([NH2:10])=[N:4][CH:5]=[C:6]([F:9])[C:7]=1[I:8].[C:11]([O:15][C:16](O[C:16]([O:15][C:11]([CH3:14])([CH3:13])[CH3:12])=[O:17])=[O:17])([CH3:14])([CH3:13])[CH3:12]. Given the product [C:16]([N:10]([C:16]([O:15][C:11]([CH3:14])([CH3:13])[CH3:12])=[O:17])[C:3]1[C:2]([F:1])=[C:7]([I:8])[C:6]([F:9])=[CH:5][N:4]=1)([O:15][C:11]([CH3:14])([CH3:13])[CH3:12])=[O:17], predict the reactants needed to synthesize it. (4) Given the product [NH:1]([C:8]([N:10]([C:36]1[CH:41]=[CH:40][CH:39]=[CH:38][CH:37]=1)[CH:11]1[CH2:12][CH2:13][N+:14]([CH2:17][C:18]2[CH:19]=[CH:20][C:21]([O:24][C:25]3[CH:30]=[CH:29][C:28]([NH:31][S:32]([CH3:35])(=[O:33])=[O:34])=[CH:27][CH:26]=3)=[N:22][CH:23]=2)([O-:50])[CH2:15][CH2:16]1)=[O:9])[C:2]1[CH:3]=[CH:4][CH:5]=[CH:6][CH:7]=1, predict the reactants needed to synthesize it. The reactants are: [NH:1]([C:8]([N:10]([C:36]1[CH:41]=[CH:40][CH:39]=[CH:38][CH:37]=1)[CH:11]1[CH2:16][CH2:15][N:14]([CH2:17][C:18]2[CH:19]=[CH:20][C:21]([O:24][C:25]3[CH:30]=[CH:29][C:28]([NH:31][S:32]([CH3:35])(=[O:34])=[O:33])=[CH:27][CH:26]=3)=[N:22][CH:23]=2)[CH2:13][CH2:12]1)=[O:9])[C:2]1[CH:7]=[CH:6][CH:5]=[CH:4][CH:3]=1.ClC1C=CC=C(C(OO)=[O:50])C=1.C(=O)([O-])O.[Na+]. (5) Given the product [Cl:1][C:2]1[CH:18]=[C:17]([CH:16]=[C:15]([Cl:21])[C:3]=1[C:4]1[S:24][C:7]2[C:8]([Cl:12])=[N:9][CH:10]=[CH:11][C:6]=2[N:5]=1)[C:19]#[N:20], predict the reactants needed to synthesize it. The reactants are: [Cl:1][C:2]1[CH:18]=[C:17]([C:19]#[N:20])[CH:16]=[C:15]([Cl:21])[C:3]=1[C:4](Cl)=[N:5][C:6]1[CH:11]=[CH:10][N:9]=[C:8]([Cl:12])[C:7]=1F.NC(N)=[S:24].N1C=CC=CC=1.C(N(CC)CC)C. (6) Given the product [Cl:8][C:6]1[CH:5]=[CH:4][N:3]2[CH:13]=[C:12]([C:11]3[CH:16]=[CH:17][C:18]([F:20])=[CH:19][C:10]=3[F:9])[N:1]=[C:2]2[CH:7]=1, predict the reactants needed to synthesize it. The reactants are: [NH2:1][C:2]1[CH:7]=[C:6]([Cl:8])[CH:5]=[CH:4][N:3]=1.[F:9][C:10]1[CH:19]=[C:18]([F:20])[CH:17]=[CH:16][C:11]=1[C:12](=O)[CH2:13]Br.[OH-].[Na+]. (7) Given the product [Br:1][C:2]1[CH:3]=[N:4][C:5]2[N:6]([N:8]=[C:9]([C:11]([N:16]3[CH2:17][CH2:18][C:19]4[C:24](=[CH:23][CH:22]=[CH:21][C:20]=4[C:25]4[O:26][C:27]([CH3:30])=[CH:28][CH:29]=4)[CH:15]3[CH3:14])=[O:13])[CH:10]=2)[CH:7]=1, predict the reactants needed to synthesize it. The reactants are: [Br:1][C:2]1[CH:3]=[N:4][C:5]2[N:6]([N:8]=[C:9]([C:11]([OH:13])=O)[CH:10]=2)[CH:7]=1.[CH3:14][CH:15]1[C:24]2[C:19](=[C:20]([C:25]3[O:26][C:27]([CH3:30])=[CH:28][CH:29]=3)[CH:21]=[CH:22][CH:23]=2)[CH2:18][CH2:17][NH:16]1. (8) Given the product [Br:37][C:38]1[CH:47]=[CH:46][CH:45]=[C:44]2[C:39]=1[CH:40]=[CH:41][C:42]([O:50][CH3:51])=[C:43]2[CH2:48][N:12]1[C:11](=[O:13])[C@@H:10]([NH:14][C:15](=[O:27])[C@@H:16]([N:18]([CH3:26])[C:19](=[O:25])[O:20][C:21]([CH3:24])([CH3:22])[CH3:23])[CH3:17])[C@H:9]([CH3:28])[N:8]([C:29](=[O:35])[CH2:30][S:31]([CH3:34])(=[O:32])=[O:33])[C:7]2[CH:36]=[C:3]([C:1]#[N:2])[CH:4]=[CH:5][C:6]1=2, predict the reactants needed to synthesize it. The reactants are: [C:1]([C:3]1[CH:4]=[CH:5][C:6]2[NH:12][C:11](=[O:13])[C@@H:10]([NH:14][C:15](=[O:27])[C@@H:16]([N:18]([CH3:26])[C:19](=[O:25])[O:20][C:21]([CH3:24])([CH3:23])[CH3:22])[CH3:17])[C@H:9]([CH3:28])[N:8]([C:29](=[O:35])[CH2:30][S:31]([CH3:34])(=[O:33])=[O:32])[C:7]=2[CH:36]=1)#[N:2].[Br:37][C:38]1[CH:47]=[CH:46][CH:45]=[C:44]2[C:39]=1[CH:40]=[CH:41][C:42]([O:50][CH3:51])=[C:43]2[CH2:48]Cl.C(=O)([O-])[O-].[Cs+].[Cs+].[I-].[Na+].